From a dataset of Full USPTO retrosynthesis dataset with 1.9M reactions from patents (1976-2016). Predict the reactants needed to synthesize the given product. (1) Given the product [F:59][C:52]1[CH:53]=[C:54]([O:58][CH2:30][C:31]2[CH:35]=[C:34]([CH3:36])[O:33][N:32]=2)[C:55]([F:57])=[CH:56][C:51]=1[CH2:50][C@H:46]1[O:47][CH2:48][CH2:49][NH:44][CH2:45]1, predict the reactants needed to synthesize it. The reactants are: C(N1CCO[C@H](CC2C=CC=C(C=CC3C=NC=CC=3)C=2)C1)(OC(C)(C)C)=O.Br[CH2:30][C:31]1[CH:35]=[C:34]([CH3:36])[O:33][N:32]=1.C(OC([N:44]1[CH2:49][CH2:48][O:47][C@H:46]([CH2:50][C:51]2[CH:56]=[C:55]([F:57])[C:54]([OH:58])=[CH:53][C:52]=2[F:59])[CH2:45]1)=O)(C)(C)C. (2) Given the product [CH3:25][N:26]([CH3:27])[C:22]([C@@H:19]1[CH2:20][CH2:21][C@H:17]([NH:16][C:14](=[O:15])[C:11]2[CH:10]=[CH:9][C:8]([C:4]3[CH:5]=[CH:6][CH:7]=[C:2]([F:1])[CH:3]=3)=[N:13][CH:12]=2)[CH2:18]1)=[O:23], predict the reactants needed to synthesize it. The reactants are: [F:1][C:2]1[CH:3]=[C:4]([C:8]2[N:13]=[CH:12][C:11]([C:14]([NH:16][C@H:17]3[CH2:21][CH2:20][C@@H:19]([C:22](O)=[O:23])[CH2:18]3)=[O:15])=[CH:10][CH:9]=2)[CH:5]=[CH:6][CH:7]=1.[CH3:25][NH:26][CH3:27].